This data is from Catalyst prediction with 721,799 reactions and 888 catalyst types from USPTO. The task is: Predict which catalyst facilitates the given reaction. (1) Reactant: [H-].[Na+].[Cl:3][C:4]1[CH:9]=[C:8]([C:10]([NH:12][C:13]([NH:15][C:16]2[CH:21]=[C:20]([C:22]([F:25])([F:24])[F:23])[CH:19]=[C:18]([O:26][CH3:27])[CH:17]=2)=[S:14])=[O:11])[CH:7]=[C:6]([CH3:28])[N:5]=1.[CH3:29]I. The catalyst class is: 1. Product: [Cl:3][C:4]1[CH:9]=[C:8]([C:10]([NH:12][C:13](=[N:15][C:16]2[CH:21]=[C:20]([C:22]([F:23])([F:24])[F:25])[CH:19]=[C:18]([O:26][CH3:27])[CH:17]=2)[S:14][CH3:29])=[O:11])[CH:7]=[C:6]([CH3:28])[N:5]=1. (2) Reactant: [CH:1]1([C:4]([OH:6])=O)[CH2:3][CH2:2]1.[Cl:7][C:8]1[CH:25]=[CH:24][CH:23]=[C:22]([Cl:26])[C:9]=1[CH2:10][O:11][C:12]1[CH:21]=[CH:20][C:15]2[N:16]=[C:17]([NH2:19])[S:18][C:14]=2[CH:13]=1. Product: [Cl:7][C:8]1[CH:25]=[CH:24][CH:23]=[C:22]([Cl:26])[C:9]=1[CH2:10][O:11][C:12]1[CH:21]=[CH:20][C:15]2[N:16]=[C:17]([NH:19][C:4]([CH:1]3[CH2:3][CH2:2]3)=[O:6])[S:18][C:14]=2[CH:13]=1. The catalyst class is: 17. (3) The catalyst class is: 11. Reactant: [NH2:1][C:2]1[N:6]=[C:5]([CH2:7][C:8]2[CH:13]=[CH:12][CH:11]=[CH:10][CH:9]=2)[NH:4][N:3]=1.[C:14]([CH:17]([CH:23]([CH2:29][CH2:30][CH3:31])[C:24]([O:26][CH2:27][CH3:28])=[O:25])[C:18](OCC)=[O:19])(=O)[CH3:15]. Product: [CH2:7]([C:5]1[N:6]=[C:2]2[N:1]=[C:14]([CH3:15])[C:17]([CH:23]([CH2:29][CH2:30][CH3:31])[C:24]([O:26][CH2:27][CH3:28])=[O:25])=[C:18]([OH:19])[N:3]2[N:4]=1)[C:8]1[CH:9]=[CH:10][CH:11]=[CH:12][CH:13]=1. (4) Reactant: [C:1]1([CH:8]=[CH:7][C:5]([OH:6])=[CH:4][CH:3]=1)[OH:2].Br[C:10]1[S:11][C:12]([Br:15])=[CH:13][N:14]=1.C(=O)([O-])[O-].[K+].[K+]. Product: [Br:15][C:12]1[S:11][C:10]([O:2][C:1]2[CH:8]=[CH:7][C:5]([OH:6])=[CH:4][CH:3]=2)=[N:14][CH:13]=1. The catalyst class is: 3. (5) Reactant: [C:1](=[O:4])([O-])[O-].[K+].[K+].[C:7]([O:10][C:11]1[CH:12]=[C:13]([C:17]2[CH:22]=[C:21]([C:23](=[O:32])[NH:24][C:25]3[CH:30]=[CH:29][C:28](Br)=[CH:27][N:26]=3)[CH:20]=[CH:19][C:18]=2[O:33][CH3:34])[CH:14]=[CH:15][CH:16]=1)(=[O:9])[CH3:8]. Product: [C:7]([O:10][C:11]1[CH:12]=[C:13]([C:17]2[CH:22]=[C:21]([C:23](=[O:32])[NH:24][C:25]3[CH:30]=[CH:29][C:28]([C:11]4[CH:12]=[CH:13][C:1]([OH:4])=[CH:15][CH:16]=4)=[CH:27][N:26]=3)[CH:20]=[CH:19][C:18]=2[O:33][CH3:34])[CH:14]=[CH:15][CH:16]=1)(=[O:9])[CH3:8]. The catalyst class is: 75. (6) The catalyst class is: 268. Product: [C:13]1([C:2]([Br:24])([CH2:3][CH2:4][CH2:5][CH2:6][CH2:7][CH2:8][CH2:9][CH2:10][CH2:11][CH3:12])[CH3:1])[CH:18]=[CH:17][CH:16]=[CH:15][CH:14]=1. Reactant: [CH3:1][C:2](O)([C:13]1[CH:18]=[CH:17][CH:16]=[CH:15][CH:14]=1)[CH2:3][CH2:4][CH2:5][CH2:6][CH2:7][CH2:8][CH2:9][CH2:10][CH2:11][CH3:12].C[Si]([Br:24])(C)C. (7) The catalyst class is: 17. Reactant: [C:1](Cl)(=[O:8])[C:2]1[CH:7]=[CH:6][CH:5]=[CH:4][CH:3]=1.[S:10]1[C:14]2[CH:15]=[CH:16][CH:17]=[CH:18][C:13]=2[N:12]=[C:11]1[N:19]1[C:23]([NH2:24])=[N:22][C:21]([NH2:25])=[N:20]1. Product: [NH2:24][C:23]1[N:19]([C:11]2[S:10][C:14]3[CH:15]=[CH:16][CH:17]=[CH:18][C:13]=3[N:12]=2)[N:20]=[C:21]([NH:25][C:1](=[O:8])[C:2]2[CH:7]=[CH:6][CH:5]=[CH:4][CH:3]=2)[N:22]=1.